This data is from Catalyst prediction with 721,799 reactions and 888 catalyst types from USPTO. The task is: Predict which catalyst facilitates the given reaction. (1) Reactant: [CH3:1][C:2]1[N:3]=[CH:4][S:5][C:6]=1[CH:7]=[O:8].C(=O)([O-])[O-].[K+].[K+].[F:15][C:16]([Si](C)(C)C)([F:18])[F:17]. Product: [F:15][C:16]([F:18])([F:17])[CH:7]([C:6]1[S:5][CH:4]=[N:3][C:2]=1[CH3:1])[OH:8]. The catalyst class is: 9. (2) Product: [Cl:1][C:2]1[CH:7]=[C:6]([CH:5]=[C:4]([O:10][CH3:11])[N:3]=1)[CH:8]=[O:9]. Reactant: [Cl:1][C:2]1[CH:7]=[C:6]([CH2:8][OH:9])[CH:5]=[C:4]([O:10][CH3:11])[N:3]=1.C1C=C[NH+]=CC=1.[O-][Cr](Cl)(=O)=O. The catalyst class is: 158. (3) Reactant: [Cl:1][C:2]1[CH:14]=[CH:13][C:12](I)=[CH:11][C:3]=1[C:4]([O:6][C:7]([CH3:10])([CH3:9])[CH3:8])=[O:5].[B:16]1([B:16]2[O:20][C:19]([CH3:22])([CH3:21])[C:18]([CH3:24])([CH3:23])[O:17]2)[O:20][C:19]([CH3:22])([CH3:21])[C:18]([CH3:24])([CH3:23])[O:17]1.C([O-])(=O)C.[K+]. Product: [Cl:1][C:2]1[CH:14]=[CH:13][C:12]([B:16]2[O:20][C:19]([CH3:22])([CH3:21])[C:18]([CH3:24])([CH3:23])[O:17]2)=[CH:11][C:3]=1[C:4]([O:6][C:7]([CH3:10])([CH3:9])[CH3:8])=[O:5]. The catalyst class is: 42. (4) Reactant: C(O)C.CC(C)([O-])C.[K+].[C:10]([C:12]([CH3:23])([CH2:18][CH2:19][C:20](=[O:22])[CH3:21])[C:13]([O:15]CC)=O)#[N:11]. Product: [CH3:23][C:12]1([C:10]#[N:11])[CH2:18][CH2:19][C:20](=[O:22])[CH2:21][C:13]1=[O:15]. The catalyst class is: 7.